Predict the product of the given reaction. From a dataset of Forward reaction prediction with 1.9M reactions from USPTO patents (1976-2016). Given the reactants Cl[C:2]1[C:11]2[C:6](=[CH:7][CH:8]=[C:9]([Cl:12])[N:10]=2)[N:5]=[CH:4][C:3]=1[C:13](=[O:15])[CH3:14].[NH2:16][CH2:17][C@H:18]1[CH2:23][CH2:22][C@H:21]([N:24]([CH3:26])[CH3:25])[CH2:20][CH2:19]1, predict the reaction product. The product is: [Cl:12][C:9]1[N:10]=[C:11]2[C:6](=[CH:7][CH:8]=1)[N:5]=[CH:4][C:3]([C:13](=[O:15])[CH3:14])=[C:2]2[NH:16][CH2:17][C@H:18]1[CH2:23][CH2:22][C@H:21]([N:24]([CH3:26])[CH3:25])[CH2:20][CH2:19]1.